This data is from Full USPTO retrosynthesis dataset with 1.9M reactions from patents (1976-2016). The task is: Predict the reactants needed to synthesize the given product. Given the product [Cl:1][C:2]1[CH:6]=[CH:5][N:4]([C:7]2[CH:8]=[N:9][CH:10]=[CH:11][CH:12]=2)[N:3]=1, predict the reactants needed to synthesize it. The reactants are: [Cl:1][C:2]1[CH2:6][CH2:5][N:4]([C:7]2[CH:8]=[N:9][CH:10]=[CH:11][CH:12]=2)[N:3]=1.CN(C)C=O.S(OOS([O-])(=O)=O)([O-])(=O)=O.[K+].[K+].